This data is from Catalyst prediction with 721,799 reactions and 888 catalyst types from USPTO. The task is: Predict which catalyst facilitates the given reaction. (1) Reactant: C([SiH](CC)CC)C.[Br:8][C:9]1[C:14]([CH3:15])=[CH:13][C:12]([C:16]2[CH:20]=[CH:19][O:18][CH:17]=2)=[CH:11][C:10]=1[CH3:21].C([O-])(O)=O.[Na+]. Product: [Br:8][C:9]1[C:14]([CH3:15])=[CH:13][C:12]([C:16]2[CH2:17][O:18][CH2:19][CH:20]=2)=[CH:11][C:10]=1[CH3:21]. The catalyst class is: 55. (2) Reactant: [Si]([O:8][CH2:9][C@@H:10]([NH:19][C:20]1[CH:25]=[CH:24][C:23]([S:26]([NH:29][C:30](=[O:51])[C:31]2[CH:36]=[CH:35][C:34]([C:37]3[CH:50]=[CH:49][C:40]4[N:41]([CH2:45][CH2:46][CH2:47][CH3:48])[C:42](=[O:44])[NH:43][C:39]=4[CH:38]=3)=[CH:33][CH:32]=2)(=[O:28])=[O:27])=[CH:22][C:21]=1[N+:52]([O-:54])=[O:53])[CH2:11][S:12][C:13]1[CH:18]=[CH:17][CH:16]=[CH:15][CH:14]=1)(C(C)(C)C)(C)C.[F-].C([N+](CCCC)(CCCC)CCCC)CCC.Cl. Product: [CH2:45]([N:41]1[C:40]2[CH:49]=[CH:50][C:37]([C:34]3[CH:35]=[CH:36][C:31]([C:30]([NH:29][S:26]([C:23]4[CH:24]=[CH:25][C:20]([NH:19][C@@H:10]([CH2:11][S:12][C:13]5[CH:14]=[CH:15][CH:16]=[CH:17][CH:18]=5)[CH2:9][OH:8])=[C:21]([N+:52]([O-:54])=[O:53])[CH:22]=4)(=[O:28])=[O:27])=[O:51])=[CH:32][CH:33]=3)=[CH:38][C:39]=2[NH:43][C:42]1=[O:44])[CH2:46][CH2:47][CH3:48]. The catalyst class is: 1.